This data is from CYP1A2 inhibition data for predicting drug metabolism from PubChem BioAssay. The task is: Regression/Classification. Given a drug SMILES string, predict its absorption, distribution, metabolism, or excretion properties. Task type varies by dataset: regression for continuous measurements (e.g., permeability, clearance, half-life) or binary classification for categorical outcomes (e.g., BBB penetration, CYP inhibition). Dataset: cyp1a2_veith. (1) The compound is COC(=O)[C@@]1(Cc2ccccc2)[C@H]2c3cc(C(=O)N4CCCC4)n(Cc4ccccc4)c3C[C@H]2CN1C(=O)c1ccccc1. The result is 0 (non-inhibitor). (2) The molecule is O=S(=O)(N/N=C/c1ccc2c(c1)OCCO2)c1ccc(Cl)cc1. The result is 1 (inhibitor).